From a dataset of CYP2C9 inhibition data for predicting drug metabolism from PubChem BioAssay. Regression/Classification. Given a drug SMILES string, predict its absorption, distribution, metabolism, or excretion properties. Task type varies by dataset: regression for continuous measurements (e.g., permeability, clearance, half-life) or binary classification for categorical outcomes (e.g., BBB penetration, CYP inhibition). Dataset: cyp2c9_veith. (1) The drug is O=C(NCCCN1CCc2ccccc2C1)C1CCN(S(=O)(=O)N2CCCC2)CC1. The result is 0 (non-inhibitor). (2) The compound is Cc1ccc(C)c(Cn2c(C(=O)OC(C)C)cc3c2ccn3C)c1. The result is 1 (inhibitor). (3) The molecule is CCCCOc1ccc(OCCCN2CCOCC2)cc1. The result is 0 (non-inhibitor). (4) The result is 1 (inhibitor). The drug is O=S(=O)(NCc1cn2ccsc2n1)c1ccc(Oc2ccccc2)cc1. (5) The molecule is Fc1ccccc1NC(=S)NCCc1ccccc1. The result is 1 (inhibitor).